Dataset: Full USPTO retrosynthesis dataset with 1.9M reactions from patents (1976-2016). Task: Predict the reactants needed to synthesize the given product. (1) The reactants are: C(N(CC)CC)C.[NH2:8][C:9]1[N:10]=[C:11]([C:26]2[CH:31]=[CH:30][CH:29]=[CH:28][CH:27]=2)[C:12]([C:16]2[CH:17]=[CH:18][C:19](=[O:25])[N:20]([CH:22]([CH3:24])[CH3:23])[N:21]=2)=[N:13][C:14]=1Br.[C:32]([C:34]1[CH:39]=[CH:38][CH:37]=[CH:36][CH:35]=1)#[CH:33]. Given the product [NH2:8][C:9]1[N:10]=[C:11]([C:26]2[CH:31]=[CH:30][CH:29]=[CH:28][CH:27]=2)[C:12]([C:16]2[CH:17]=[CH:18][C:19](=[O:25])[N:20]([CH:22]([CH3:24])[CH3:23])[N:21]=2)=[N:13][C:14]=1[C:33]#[C:32][C:34]1[CH:39]=[CH:38][CH:37]=[CH:36][CH:35]=1, predict the reactants needed to synthesize it. (2) Given the product [C:2]1([N:1]=[N:8][C:9]2[CH:14]=[CH:13][CH:12]=[CH:11][N:10]=2)[CH:7]=[CH:6][CH:5]=[CH:4][CH:3]=1, predict the reactants needed to synthesize it. The reactants are: [NH2:1][C:2]1[CH:7]=[CH:6][CH:5]=[CH:4][CH:3]=1.[NH2:8][C:9]1[CH:14]=[CH:13][CH:12]=[CH:11][N:10]=1. (3) The reactants are: [CH3:1][O:2][C:3](=[O:20])[C:4]([CH3:19])([O:6][C:7]1[CH:12]=[CH:11][CH:10]=[C:9]([CH:13]2[CH2:18][CH2:17][CH2:16][NH:15][CH2:14]2)[CH:8]=1)[CH3:5].[C:21]([OH:30])(=[O:29])[C@@H:22]([C@H:24]([C:26]([OH:28])=[O:27])[OH:25])[OH:23]. Given the product [C:26]([CH:24]([CH:22]([C:21]([OH:30])=[O:29])[OH:23])[OH:25])([OH:28])=[O:27].[CH3:1][O:2][C:3](=[O:20])[C:4]([CH3:5])([O:6][C:7]1[CH:12]=[CH:11][CH:10]=[C:9]([CH:13]2[CH2:18][CH2:17][CH2:16][NH:15][CH2:14]2)[CH:8]=1)[CH3:19], predict the reactants needed to synthesize it. (4) Given the product [CH:1]([C:4]1[C:12]2[C:7](=[N:8][CH:9]=[CH:10][C:11]=2[C:13]2[CH:14]=[N:15][C:16]3[C:21]([CH:22]=2)=[CH:20][CH:19]=[CH:18][CH:17]=3)[N:6]([C:23]2[CH:30]=[CH:29][C:26]([C:27]([NH2:28])=[O:32])=[CH:25][C:24]=2[CH3:31])[N:5]=1)([CH3:3])[CH3:2], predict the reactants needed to synthesize it. The reactants are: [CH:1]([C:4]1[C:12]2[C:7](=[N:8][CH:9]=[CH:10][C:11]=2[C:13]2[CH:14]=[N:15][C:16]3[C:21]([CH:22]=2)=[CH:20][CH:19]=[CH:18][CH:17]=3)[N:6]([C:23]2[CH:30]=[CH:29][C:26]([C:27]#[N:28])=[CH:25][C:24]=2[CH3:31])[N:5]=1)([CH3:3])[CH3:2].[OH-:32].[Na+].OO.O. (5) Given the product [F:1][C:2]1[CH:7]=[CH:6][CH:5]=[C:4]([F:8])[C:3]=1[C:9]1[O:10][C:11]2[C:16]([C:17](=[O:19])[CH:18]=1)=[C:15]([OH:20])[CH:14]=[C:13]([OH:22])[C:12]=2[C@@H:24]1[CH2:28][CH2:27][N:26]([CH3:29])[C@H:25]1[CH2:30][OH:31], predict the reactants needed to synthesize it. The reactants are: [F:1][C:2]1[CH:7]=[CH:6][CH:5]=[C:4]([F:8])[C:3]=1[C:9]1[O:10][C:11]2[C:16]([C:17](=[O:19])[CH:18]=1)=[C:15]([O:20]C)[CH:14]=[C:13]([O:22]C)[C:12]=2[C@@H:24]1[CH2:28][CH2:27][N:26]([CH3:29])[C@H:25]1[CH2:30][OH:31].Cl.N1C=CC=CC=1.